Dataset: CYP2D6 inhibition data for predicting drug metabolism from PubChem BioAssay. Task: Regression/Classification. Given a drug SMILES string, predict its absorption, distribution, metabolism, or excretion properties. Task type varies by dataset: regression for continuous measurements (e.g., permeability, clearance, half-life) or binary classification for categorical outcomes (e.g., BBB penetration, CYP inhibition). Dataset: cyp2d6_veith. (1) The compound is COc1ccc(CNc2ncnc3ccc(-c4ccccc4CN(C)C)cc23)c(OC)c1. The result is 1 (inhibitor). (2) The drug is C=CCNC(=S)N/N=C/c1ccc(-c2cc(Cl)ccc2Cl)o1. The result is 0 (non-inhibitor). (3) The drug is COc1ccc(O[C@H]2C=C[C@@H](c3ccccc3)O[C@@H]2CO/N=C(\C)CCN2CCc3nc(-c4ccccc4)c(-c4ccccc4)cc3C2)cc1. The result is 0 (non-inhibitor). (4) The result is 0 (non-inhibitor). The compound is Cn1cccc1C(=O)N1CCC[C@@]2(CCN(c3ccncc3)C2)C1. (5) The drug is COc1cccc2c1[C@@H]1CN(CCCCn3c(=O)[nH]c4c(sc5ncc(-c6ccccc6)nc54)c3=O)C[C@H]1CO2. The result is 1 (inhibitor). (6) The drug is COCC(=O)N1CCC2(CCN(Cc3ccncc3)CC2)CC1. The result is 1 (inhibitor). (7) The drug is Cc1ccc(C(=O)C(OC(=O)CN2C(=O)c3ccccc3C2=O)c2ccccc2)cc1. The result is 0 (non-inhibitor). (8) The molecule is COCCn1c(=O)c(-c2cc(F)cc(F)c2)nc2cnc(N(C)C)nc21. The result is 0 (non-inhibitor). (9) The molecule is O=C(Nc1ccccc1)N1CC2(CCN(C(=O)c3ccco3)CC2)C1. The result is 0 (non-inhibitor). (10) The molecule is COc1cc(OC)cc(C(=O)Nc2ccccc2C(=O)N2CCCC2)c1. The result is 0 (non-inhibitor).